From a dataset of Catalyst prediction with 721,799 reactions and 888 catalyst types from USPTO. Predict which catalyst facilitates the given reaction. (1) Reactant: [CH2:1]([O:3][C:4]([N:6]1[C:15]2[C:10](=[N:11][C:12]([O:16][CH3:17])=[CH:13][CH:14]=2)[C@H:9]([NH2:18])[CH2:8][C@@H:7]1[CH2:19][CH3:20])=[O:5])[CH3:2].[Br:21][C:22]1[CH:23]=[N:24][C:25](Cl)=[N:26][CH:27]=1.C(N(CC)C(C)C)(C)C. Product: [CH2:1]([O:3][C:4]([N:6]1[C:15]2[C:10](=[N:11][C:12]([O:16][CH3:17])=[CH:13][CH:14]=2)[C@H:9]([NH:18][C:25]2[N:26]=[CH:27][C:22]([Br:21])=[CH:23][N:24]=2)[CH2:8][C@@H:7]1[CH2:19][CH3:20])=[O:5])[CH3:2]. The catalyst class is: 12. (2) The catalyst class is: 1. Reactant: [C:1]([O:4][CH3:5])(=[O:3])[CH3:2].[Li+].CC([N-]C(C)C)C.[Cl:14][C:15]1[CH:22]=[CH:21][CH:20]=[CH:19][C:16]=1[CH:17]=[O:18].[NH4+].[Cl-]. Product: [Cl:14][C:15]1[CH:22]=[CH:21][CH:20]=[CH:19][C:16]=1[CH:17]([OH:18])[CH2:2][C:1]([O:4][CH3:5])=[O:3].